Dataset: Catalyst prediction with 721,799 reactions and 888 catalyst types from USPTO. Task: Predict which catalyst facilitates the given reaction. (1) Reactant: N#N.[CH3:3][C:4]1[C@@H:21]([O:22][C:23]([C@H:25]([OH:41])[C@@H:26]([NH:33][C:34]([O:36][C:37]([CH3:40])([CH3:39])[CH3:38])=[O:35])[C:27]2[CH:28]=[CH:29][CH:30]=[CH:31][CH:32]=2)=[O:24])[CH2:20][C@:16]2([OH:42])[C:17]([CH3:19])([CH3:18])[C:5]=1[C@@H:6]([O:61][CH3:62])[C:7]([C@@:9]1([CH3:60])[C@H:14]([C@@H:15]2[O:43][C:44]([C:46]2[CH:47]=[CH:48][CH:49]=[CH:50][CH:51]=2)=[O:45])[C@:13]2([O:54][C:55]([CH3:57])=[O:56])[CH2:52][O:53][C@@H:12]2[CH2:11][C@@H:10]1[O:58][CH3:59])=[O:8].[C:63]([NH:73][CH2:74][C:75]([OH:77])=[O:76])([O:65][CH2:66][C:67]1[CH:72]=[CH:71][CH:70]=[CH:69][CH:68]=1)=[O:64].CCN=C=NCCCN(C)C. Product: [CH3:3][C:4]1[C@@H:21]([O:22][C:23]([C@H:25]([OH:41])[C@@H:26]([NH:33][C:34]([O:36][C:37]([CH3:38])([CH3:39])[CH3:40])=[O:35])[C:27]2[CH:28]=[CH:29][CH:30]=[CH:31][CH:32]=2)=[O:24])[CH2:20][C@:16]2([OH:42])[C:17]([CH3:18])([CH3:19])[C:5]=1[C@@H:6]([O:61][CH3:62])[C:7]([C@@:9]1([CH3:60])[C@H:14]([C@@H:15]2[O:43][C:44]([C:46]2[CH:51]=[CH:50][CH:49]=[CH:48][CH:47]=2)=[O:45])[C@:13]2([O:54][C:55]([CH3:57])=[O:56])[CH2:52][O:53][C@@H:12]2[CH2:11][C@@H:10]1[O:58][CH3:59])=[O:8].[C:63]([NH:73][CH2:74][C:75]([O-:77])=[O:76])([O:65][CH2:66][C:67]1[CH:72]=[CH:71][CH:70]=[CH:69][CH:68]=1)=[O:64]. The catalyst class is: 79. (2) The catalyst class is: 34. Product: [C:13]1([P:6]([C:19]2[CH:24]=[CH:23][CH:22]=[CH:21][CH:20]=2)([C:7]2[CH:8]=[CH:9][CH:10]=[CH:11][CH:12]=2)=[CH:5][C:4]([O:3][CH3:2])=[O:25])[CH:14]=[CH:15][CH:16]=[CH:17][CH:18]=1. Reactant: [Br-].[CH3:2][O:3][C:4](=[O:25])[CH2:5][P+:6]([C:19]1[CH:24]=[CH:23][CH:22]=[CH:21][CH:20]=1)([C:13]1[CH:18]=[CH:17][CH:16]=[CH:15][CH:14]=1)[C:7]1[CH:12]=[CH:11][CH:10]=[CH:9][CH:8]=1.[OH-].[Na+]. (3) Reactant: [Br:1][C:2]1[C:3]([F:11])=[CH:4][C:5]([F:10])=[C:6]([CH:9]=1)[CH:7]=[O:8].[CH3:12][O:13][C:14]1[CH:19]=[CH:18][C:17]([Mg]Br)=[CH:16][CH:15]=1.O. Product: [Br:1][C:2]1[C:3]([F:11])=[CH:4][C:5]([F:10])=[C:6]([CH:7]([C:17]2[CH:18]=[CH:19][C:14]([O:13][CH3:12])=[CH:15][CH:16]=2)[OH:8])[CH:9]=1. The catalyst class is: 7.